Task: Binary Classification. Given a drug SMILES string, predict its activity (active/inactive) in a high-throughput screening assay against a specified biological target.. Dataset: HIV replication inhibition screening data with 41,000+ compounds from the AIDS Antiviral Screen (1) The molecule is COC(=O)C1=C(N)SSC1=C[N+](=O)[O-]. The result is 0 (inactive). (2) The compound is C=C1N(c2nc(Cl)nc(Cl)n2)c2ccccc2C1(C)C. The result is 0 (inactive). (3) The drug is O=C(c1ccc(Cl)cc1Cl)N(N=CC=Cc1ccccc1)c1nnc(-c2ccccc2)c(-c2ccccc2)n1. The result is 0 (inactive).